Dataset: Forward reaction prediction with 1.9M reactions from USPTO patents (1976-2016). Task: Predict the product of the given reaction. (1) Given the reactants [Br:1][C:2]1[CH:9]=[CH:8][C:5]([CH:6]=O)=[C:4]([Cl:10])[CH:3]=1.[CH2:11]([NH2:16])[CH2:12][CH:13]([CH3:15])[CH3:14].[BH4-].[Na+], predict the reaction product. The product is: [Br:1][C:2]1[CH:9]=[CH:8][C:5]([CH2:6][NH:16][CH2:11][CH2:12][CH:13]([CH3:15])[CH3:14])=[C:4]([Cl:10])[CH:3]=1. (2) Given the reactants [OH-].[Na+].[F:3][C:4]([F:26])([F:25])[C:5]1[CH:6]=[C:7]([C:11]2[N:24]=[C:14]3[C:15]([C:19]([O:21]CC)=[O:20])=[CH:16][CH:17]=[CH:18][N:13]3[N:12]=2)[CH:8]=[CH:9][CH:10]=1, predict the reaction product. The product is: [F:25][C:4]([F:3])([F:26])[C:5]1[CH:6]=[C:7]([C:11]2[N:24]=[C:14]3[C:15]([C:19]([OH:21])=[O:20])=[CH:16][CH:17]=[CH:18][N:13]3[N:12]=2)[CH:8]=[CH:9][CH:10]=1. (3) Given the reactants [OH:1][N:2]1[C:10](=[O:11])[CH:9]2[CH:4]([CH2:5][CH2:6][CH2:7][CH2:8]2)[C:3]1=[O:12].[C:13]1(=O)C2C(CCCC2)C(=O)[O:14]1.[CH3:24][O:25][C:26]1[CH:31]=[CH:30][C:29]([N:32]2[CH2:37][CH2:36][NH:35][CH2:34][CH2:33]2)=[CH:28][CH:27]=1, predict the reaction product. The product is: [CH3:24][O:25][C:26]1[CH:27]=[CH:28][C:29]([N:32]2[CH2:37][CH2:36][N:35]([C:13]([O:1][N:2]3[C:10](=[O:11])[CH:9]4[CH:4]([CH2:5][CH2:6][CH2:7][CH2:8]4)[C:3]3=[O:12])=[O:14])[CH2:34][CH2:33]2)=[CH:30][CH:31]=1. (4) Given the reactants CC1(C)C(C)(C)OB([C:9]2[CH:10]=[C:11]3[CH:17]=[CH:16][NH:15][C:12]3=[N:13][CH:14]=2)O1.C(=O)([O-])[O-].[Cs+].[Cs+].[CH3:25][O:26][C:27]1[CH:28]=[C:29]([CH:33]=[CH:34][C:35]=1[O:36][CH3:37])[C:30](Cl)=[O:31], predict the reaction product. The product is: [CH3:25][O:26][C:27]1[CH:28]=[C:29]([C:30]([C:9]2[CH:10]=[C:11]3[CH:17]=[CH:16][NH:15][C:12]3=[N:13][CH:14]=2)=[O:31])[CH:33]=[CH:34][C:35]=1[O:36][CH3:37]. (5) Given the reactants [CH2:1]([NH2:8])[C:2]1[CH:7]=[CH:6][CH:5]=[CH:4][CH:3]=1.C(N(CC)CC)C.Cl[S:17]([C:20]1[CH:29]=[CH:28][CH:27]=[CH:26][C:21]=1[C:22]([O:24][CH3:25])=[O:23])(=[O:19])=[O:18], predict the reaction product. The product is: [CH2:1]([NH:8][S:17]([C:20]1[CH:29]=[CH:28][CH:27]=[CH:26][C:21]=1[C:22]([O:24][CH3:25])=[O:23])(=[O:19])=[O:18])[C:2]1[CH:7]=[CH:6][CH:5]=[CH:4][CH:3]=1.